The task is: Predict the product of the given reaction.. This data is from Forward reaction prediction with 1.9M reactions from USPTO patents (1976-2016). (1) Given the reactants [CH3:1][C:2]1[N:3]([CH2:7][CH2:8][O:9][C:10]2[CH:15]=[CH:14][C:13]([N:16]3[C:21](=[O:22])[CH:20]=[CH:19][C:18]4[C:23]([C:31]5[CH:36]=[CH:35][CH:34]=[CH:33][CH:32]=5)=[C:24](C(OCC)=O)[S:25][C:17]3=4)=[CH:12][CH:11]=2)[CH:4]=[CH:5][N:6]=1.Cl, predict the reaction product. The product is: [CH3:1][C:2]1[N:3]([CH2:7][CH2:8][O:9][C:10]2[CH:11]=[CH:12][C:13]([N:16]3[C:21](=[O:22])[CH:20]=[CH:19][C:18]4[C:23]([C:31]5[CH:32]=[CH:33][CH:34]=[CH:35][CH:36]=5)=[CH:24][S:25][C:17]3=4)=[CH:14][CH:15]=2)[CH:4]=[CH:5][N:6]=1. (2) Given the reactants [F:1][C:2]1[CH:7]=[CH:6][C:5]([C:8]2[C:9]([N:14]3[CH2:19][CH2:18][NH:17][CH2:16][CH2:15]3)=[N:10][CH:11]=[CH:12][N:13]=2)=[CH:4][CH:3]=1.[C:20]([O:24][C:25](=[O:31])[N:26]([CH3:30])[CH2:27][CH:28]=O)([CH3:23])([CH3:22])[CH3:21].C(O[BH-](OC(=O)C)OC(=O)C)(=O)C.[Na+], predict the reaction product. The product is: [C:20]([O:24][C:25](=[O:31])[N:26]([CH2:27][CH2:28][N:17]1[CH2:16][CH2:15][N:14]([C:9]2[C:8]([C:5]3[CH:6]=[CH:7][C:2]([F:1])=[CH:3][CH:4]=3)=[N:13][CH:12]=[CH:11][N:10]=2)[CH2:19][CH2:18]1)[CH3:30])([CH3:23])([CH3:22])[CH3:21]. (3) Given the reactants [F:1][C:2]1[CH:3]=[CH:4][C:5]([C:21](=[O:30])[C:22]2[CH:27]=[CH:26][CH:25]=[CH:24][C:23]=2[O:28][CH3:29])=[C:6]([NH:8][C:9](=[O:20])[NH:10][C:11]2[S:12][CH:13]=[C:14]([CH2:16][C:17](O)=[O:18])[N:15]=2)[CH:7]=1.[O:31]([CH2:33][CH2:34][NH2:35])[CH3:32], predict the reaction product. The product is: [F:1][C:2]1[CH:3]=[CH:4][C:5]([C:21](=[O:30])[C:22]2[CH:27]=[CH:26][CH:25]=[CH:24][C:23]=2[O:28][CH3:29])=[C:6]([NH:8][C:9](=[O:20])[NH:10][C:11]2[S:12][CH:13]=[C:14]([CH2:16][C:17]([NH:35][CH2:34][CH2:33][O:31][CH3:32])=[O:18])[N:15]=2)[CH:7]=1. (4) Given the reactants [CH3:1][N:2]([CH3:37])[CH2:3]/[CH:4]=[CH:5]/[C:6]([N:8]1[CH2:13][CH2:12][CH:11]([C:14]2[CH:19]=[CH:18][C:17]([C:20]([NH2:22])=[O:21])=[C:16]([O:23][C:24]3[CH:29]=[CH:28][C:27]([O:30][C:31]4[CH:36]=[CH:35][CH:34]=[CH:33][CH:32]=4)=[CH:26][CH:25]=3)[N:15]=2)[CH2:10][CH2:9]1)=[O:7].C(C1C=CC(C2CCN(C(OC(C)(C)C)=O)CC=2)=NC=1NC1C=CC(CCN2CCCC2)=CC=1)(=[O:40])N, predict the reaction product. The product is: [O:30]([C:27]1[CH:28]=[CH:29][C:24]([O:23][C:16]2[N:15]=[C:14]([CH:11]3[CH2:10][CH2:9][NH:8][CH2:13][CH2:12]3)[CH:19]=[CH:18][C:17]=2[C:20]([NH2:22])=[O:21])=[CH:25][CH:26]=1)[C:31]1[CH:32]=[CH:33][CH:34]=[CH:35][CH:36]=1.[CH3:1][N:2]([CH3:37])[CH2:3]/[CH:4]=[CH:5]/[C:6]([OH:40])=[O:7].